From a dataset of Reaction yield outcomes from USPTO patents with 853,638 reactions. Predict the reaction yield, written as a fraction of the theoretical maximum amount of product (1.0 means a 100% yield; for example, 0.34 means a 34% yield). (1) The reactants are I[C:2]1[C:10]2[C:5](=[N:6][CH:7]=[C:8]([C:11]3[CH:12]=[C:13]([C:17]([N:19]4[CH2:24][CH2:23][O:22][CH2:21][CH2:20]4)=[O:18])[CH:14]=[CH:15][CH:16]=3)[CH:9]=2)[N:4]([CH2:25][O:26][CH2:27][CH2:28][Si:29]([CH3:32])([CH3:31])[CH3:30])[N:3]=1.F[C:34](F)(F)[C:35]1C=C(B(O)O)[CH:38]=[CH:39][CH:40]=1.[C:46](=[O:49])([O-])[O-].[Na+].[Na+].C(#[N:54])C. The catalyst is [Br-].[Na+].C(OCC)(=O)C. The product is [CH3:46][O:49][C:34]1[C:35]([C:2]2[C:10]3[C:5](=[N:6][CH:7]=[C:8]([C:11]4[CH:12]=[C:13]([C:17]([N:19]5[CH2:24][CH2:23][O:22][CH2:21][CH2:20]5)=[O:18])[CH:14]=[CH:15][CH:16]=4)[CH:9]=3)[N:4]([CH2:25][O:26][CH2:27][CH2:28][Si:29]([CH3:32])([CH3:31])[CH3:30])[N:3]=2)=[CH:40][CH:39]=[CH:38][N:54]=1. The yield is 1.16. (2) The reactants are [F:1][C:2]1[CH:3]=[C:4]2[C:8](=[CH:9][CH:10]=1)[N:7]([CH2:11][C:12]1[O:13][C:14]([C:17]([F:20])([F:19])[F:18])=[CH:15][CH:16]=1)[C:6](=[O:21])[CH:5]2[C:22]1[C:30]([OH:31])=[CH:29][C:25]2[O:26][CH2:27][O:28][C:24]=2[CH:23]=1.[CH2:32]=[O:33].O.[OH-].[Li+]. The catalyst is O1CCCC1.O. The product is [F:1][C:2]1[CH:3]=[C:4]2[C:8](=[CH:9][CH:10]=1)[N:7]([CH2:11][C:12]1[O:13][C:14]([C:17]([F:20])([F:18])[F:19])=[CH:15][CH:16]=1)[C:6](=[O:21])[C:5]2([C:22]1[C:30]([OH:31])=[CH:29][C:25]2[O:26][CH2:27][O:28][C:24]=2[CH:23]=1)[CH2:32][OH:33]. The yield is 0.590. (3) The product is [C:28]([O:26][CH:11]([CH2:12][C:13]([F:24])([F:25])[C:14]([F:22])([F:23])[C:15]([F:21])([F:20])[C:16]([F:19])([F:17])[F:18])[CH2:10][O:9][CH2:8][CH2:7][N:4]1[CH2:5][CH2:6][O:1][CH2:2][CH2:3]1)(=[O:29])[CH3:27]. No catalyst specified. The yield is 0.950. The reactants are [O:1]1[CH2:6][CH2:5][N:4]([CH2:7][CH2:8][O:9][CH2:10][CH:11]([OH:26])[CH2:12][C:13]([F:25])([F:24])[C:14]([F:23])([F:22])[C:15]([F:21])([F:20])[C:16]([F:19])([F:18])[F:17])[CH2:3][CH2:2]1.[CH3:27][C:28](OCC1C2C(=CC=CC=2)C(COC(C)=O)=C2C=1C=CC=C2)=[O:29]. (4) The reactants are Br[C:2]1[CH:7]=[CH:6][CH:5]=[CH:4][C:3]=1[CH:8]([OH:12])[CH2:9][CH:10]=[CH2:11].C([Cu])#N.CN([CH:19]=[O:20])C. The catalyst is O.CCOC(C)=O. The product is [CH2:9]([CH:8]1[C:3]2[C:2](=[CH:7][CH:6]=[CH:5][CH:4]=2)[C:19](=[O:20])[O:12]1)[CH:10]=[CH2:11]. The yield is 0.910. (5) The reactants are C1C=CC2N(O)[N:8]=[N:7]C=2C=1.CCN=C=NCCCN(C)C.[Cl:22][C:23]1[CH:24]=[C:25]([CH:29]=[CH:30][N:31]=1)[C:26](O)=[O:27].O.NN. The catalyst is C(#N)C. The product is [Cl:22][C:23]1[CH:24]=[C:25]([CH:29]=[CH:30][N:31]=1)[C:26]([NH:7][NH2:8])=[O:27]. The yield is 0.570.